This data is from Full USPTO retrosynthesis dataset with 1.9M reactions from patents (1976-2016). The task is: Predict the reactants needed to synthesize the given product. (1) The reactants are: [NH2:1][CH:2]([CH3:31])[CH:3]([NH:13][S:14]([C:17]1[CH:22]=[CH:21][C:20]([O:23][CH2:24][C:25]2[CH:30]=[CH:29][CH:28]=[CH:27][CH:26]=2)=[CH:19][CH:18]=1)(=[O:16])=[O:15])[C:4]12[O:11][CH2:10][C:7]([CH3:12])([CH2:8][O:9]1)[CH2:6][O:5]2.C(N(CC)CC)C.Cl[C:40]([O:42][CH2:43][C:44]1[CH:49]=[CH:48][CH:47]=[CH:46][CH:45]=1)=[O:41]. Given the product [CH2:43]([O:42][C:40](=[O:41])[NH:1][CH:2]([CH3:31])[CH:3]([NH:13][S:14]([C:17]1[CH:22]=[CH:21][C:20]([O:23][CH2:24][C:25]2[CH:30]=[CH:29][CH:28]=[CH:27][CH:26]=2)=[CH:19][CH:18]=1)(=[O:16])=[O:15])[C:4]12[O:5][CH2:6][C:7]([CH3:12])([CH2:10][O:11]1)[CH2:8][O:9]2)[C:44]1[CH:49]=[CH:48][CH:47]=[CH:46][CH:45]=1, predict the reactants needed to synthesize it. (2) Given the product [C:1]([C:3]1[N:7]([CH:8]2[CH2:13][CH2:12][N:11]([C:14]([O:16][CH:17]([CH3:19])[CH3:18])=[O:15])[CH2:10][CH2:9]2)[N:6]=[CH:5][C:4]=1[CH2:20][NH:29][C:28]1[C:23]([CH3:22])=[N:24][CH:25]=[CH:26][CH:27]=1)#[N:2], predict the reactants needed to synthesize it. The reactants are: [C:1]([C:3]1[N:7]([CH:8]2[CH2:13][CH2:12][N:11]([C:14]([O:16][CH:17]([CH3:19])[CH3:18])=[O:15])[CH2:10][CH2:9]2)[N:6]=[CH:5][C:4]=1[CH:20]=O)#[N:2].[CH3:22][C:23]1[C:28]([NH2:29])=[CH:27][CH:26]=[CH:25][N:24]=1.ClC(Cl)C.C(N(CC)C(C)C)(C)C.C(O[BH-](OC(=O)C)OC(=O)C)(=O)C.[Na+].[BH4-].[Na+]. (3) Given the product [C:22]([O:1][CH2:2][C:3]1[CH:4]=[CH:5][C:6]([CH2:10][C:11]2[CH:16]=[CH:15][C:14]([O:17][C:18]([F:19])([F:20])[F:21])=[CH:13][CH:12]=2)=[C:7]([OH:9])[CH:8]=1)(=[O:24])[CH3:23], predict the reactants needed to synthesize it. The reactants are: [OH:1][CH2:2][C:3]1[CH:4]=[CH:5][C:6]([CH2:10][C:11]2[CH:16]=[CH:15][C:14]([O:17][C:18]([F:21])([F:20])[F:19])=[CH:13][CH:12]=2)=[C:7]([OH:9])[CH:8]=1.[C:22](OC=C)(=[O:24])[CH3:23].CCCC[Sn](Cl)(O[Sn](Cl)(CCCC)CCCC)CCCC.C(OCC)(=O)C. (4) Given the product [CH3:23][S:24]([O:15][CH:12]1[CH2:13][CH2:14][CH:9]([O:8][CH2:1][C:2]2[CH:7]=[CH:6][CH:5]=[CH:4][CH:3]=2)[CH2:10][CH2:11]1)(=[O:26])=[O:25], predict the reactants needed to synthesize it. The reactants are: [CH2:1]([O:8][CH:9]1[CH2:14][CH2:13][CH:12]([OH:15])[CH2:11][CH2:10]1)[C:2]1[CH:7]=[CH:6][CH:5]=[CH:4][CH:3]=1.C(N(CC)CC)C.[CH3:23][S:24](Cl)(=[O:26])=[O:25]. (5) Given the product [CH:1]1([O:5][CH2:32][CH:18]2[CH2:19][CH:20]([C:22]3[CH:27]=[CH:26][C:25]([C:28]([F:31])([F:30])[F:29])=[CH:24][CH:23]=3)[CH2:21][N:16]([C:14]([N:8]3[CH2:13][CH2:12][O:11][CH2:10][CH2:9]3)=[O:15])[CH2:17]2)[CH2:4][CH2:3][CH2:2]1, predict the reactants needed to synthesize it. The reactants are: [CH:1]1([OH:5])[CH2:4][CH2:3][CH2:2]1.[H-].[Na+].[N:8]1([C:14]([N:16]2[CH2:21][CH:20]([C:22]3[CH:27]=[CH:26][C:25]([C:28]([F:31])([F:30])[F:29])=[CH:24][CH:23]=3)[CH2:19][CH:18]([CH2:32]S([O-])(=O)=O)[CH2:17]2)=[O:15])[CH2:13][CH2:12][O:11][CH2:10][CH2:9]1.O. (6) The reactants are: [Br:1][C:2]1[CH:3]=[C:4]2[C:8](=[CH:9][CH:10]=1)[C:7](=[O:11])[CH2:6][CH2:5]2.S(=O)(=O)(O)O.[N-:17]=[N+]=[N-].[Na+].C(OCC)(=O)C. Given the product [Br:1][C:2]1[CH:3]=[C:4]2[C:8](=[CH:9][CH:10]=1)[C:7](=[O:11])[NH:17][CH2:6][CH2:5]2, predict the reactants needed to synthesize it. (7) Given the product [OH:2][C:3]1[C:12]2[N:11]=[CH:10][CH:9]=[CH:8][C:7]=2[C:6]([S:13]([Cl:19])(=[O:16])=[O:14])=[CH:5][CH:4]=1, predict the reactants needed to synthesize it. The reactants are: O.[OH:2][C:3]1[C:12]2[N:11]=[CH:10][CH:9]=[CH:8][C:7]=2[C:6]([S:13]([OH:16])(=O)=[O:14])=[CH:5][CH:4]=1.S(Cl)([Cl:19])=O. (8) Given the product [C:26]([OH:25])(=[O:41])/[CH:29]=[CH:33]/[C:32]([OH:35])=[O:34].[F:1][C:2]1[CH:7]=[CH:6][CH:5]=[CH:4][C:3]=1[C:8]1[N:9]=[C:10]([CH2:22][NH:23][CH3:24])[S:11][C:12]=1[S:13]([C:16]1[CH:17]=[N:18][CH:19]=[CH:20][CH:21]=1)(=[O:14])=[O:15], predict the reactants needed to synthesize it. The reactants are: [F:1][C:2]1[CH:7]=[CH:6][CH:5]=[CH:4][C:3]=1[C:8]1[N:9]=[C:10]([CH2:22][N:23](C)[C:24](=O)[O:25][C:26]([CH3:29])(C)C)[S:11][C:12]=1[S:13]([C:16]1[CH:17]=[N:18][CH:19]=[CH:20][CH:21]=1)(=[O:15])=[O:14].[C:32]([O:35]CC)(=[O:34])[CH3:33].Cl.C([OH:41])C. (9) Given the product [CH:1]1[C:14]2[CH:13]=[C:12]([C:15]3[CH:16]=[C:17]([C:21]4[C:22]5[C:27]([C:28]([C:36]6[CH:41]=[CH:40][CH:39]=[C:38]([C:42]7[C:43]8[C:48]([C:49]9[CH:50]=[CH:51][CH:52]=[CH:53][C:54]=9[CH:55]=7)=[CH:47][CH:46]=[CH:45][CH:44]=8)[CH:37]=6)=[C:29]6[C:34]=4[CH:33]=[CH:32][CH:31]=[CH:30]6)=[CH:26][CH:25]=[CH:24][CH:23]=5)[CH:18]=[CH:19][CH:20]=3)[C:11]3[C:6](=[CH:7][CH:8]=[CH:9][CH:10]=3)[C:5]=2[CH:4]=[CH:3][CH:2]=1, predict the reactants needed to synthesize it. The reactants are: [CH:1]1[C:14]2[CH:13]=[C:12]([C:15]3[CH:16]=[C:17]([C:21]4(O)[C:34]5[CH:33]=[CH:32][CH:31]=[CH:30][C:29]=5[C:28]([C:36]5[CH:41]=[CH:40][CH:39]=[C:38]([C:42]6[C:43]7[C:48]([C:49]8[CH:50]=[CH:51][CH:52]=[CH:53][C:54]=8[CH:55]=6)=[CH:47][CH:46]=[CH:45][CH:44]=7)[CH:37]=5)(O)[C:27]5[C:22]4=[CH:23][CH:24]=[CH:25][CH:26]=5)[CH:18]=[CH:19][CH:20]=3)[C:11]3[C:6](=[CH:7][CH:8]=[CH:9][CH:10]=3)[C:5]=2[CH:4]=[CH:3][CH:2]=1.I.[PH2](O)=O. (10) Given the product [F:1][C:2]1[C:7]([F:8])=[CH:6][C:5]([C:9]2[CH:14]=[CH:13][C:12]([O:15][CH2:16][CH:17]3[CH2:22][CH2:21][CH2:20][N:19]([C:32]([C:29]4([C:27]([OH:28])=[O:26])[CH2:31][CH2:30]4)=[O:33])[CH2:18]3)=[CH:11][CH:10]=2)=[C:4]([O:23][CH3:24])[CH:3]=1, predict the reactants needed to synthesize it. The reactants are: [F:1][C:2]1[C:7]([F:8])=[CH:6][C:5]([C:9]2[CH:14]=[CH:13][C:12]([O:15][CH2:16][CH:17]3[CH2:22][CH2:21][CH2:20][NH:19][CH2:18]3)=[CH:11][CH:10]=2)=[C:4]([O:23][CH3:24])[CH:3]=1.C[O:26][C:27]([C:29]1([C:32](O)=[O:33])[CH2:31][CH2:30]1)=[O:28].ON1C2N=CC=CC=2N=N1.Cl.CN(C)CCCN=C=N.O.[OH-].[Li+].